This data is from Full USPTO retrosynthesis dataset with 1.9M reactions from patents (1976-2016). The task is: Predict the reactants needed to synthesize the given product. (1) The reactants are: [C:1]([O:5][C:6](=[O:42])[C@@H:7]([NH:20][C:21](=[O:41])[C@@H:22]([NH:33][C:34]([O:36][C:37]([CH3:40])([CH3:39])[CH3:38])=[O:35])[CH2:23][C:24]1[C:32]2[C:27](=[CH:28][CH:29]=[CH:30][CH:31]=2)[NH:26][CH:25]=1)[CH2:8][CH2:9][C:10]([O:12]CC1C=CC=CC=1)=[O:11])([CH3:4])([CH3:3])[CH3:2]. Given the product [C:1]([O:5][C:6](=[O:42])[C@@H:7]([NH:20][C:21](=[O:41])[C@@H:22]([NH:33][C:34]([O:36][C:37]([CH3:40])([CH3:39])[CH3:38])=[O:35])[CH2:23][C:24]1[C:32]2[C:27](=[CH:28][CH:29]=[CH:30][CH:31]=2)[NH:26][CH:25]=1)[CH2:8][CH2:9][C:10]([OH:12])=[O:11])([CH3:2])([CH3:4])[CH3:3], predict the reactants needed to synthesize it. (2) Given the product [C:11]([O:19][C:18]([C:16]1[C:15]2[CH:14]3[CH2:21][CH:11]([CH2:12][CH2:13]3)[C:10]=2[N:9]([C:3]2[CH:4]=[CH:5][C:6]([F:8])=[CH:7][C:2]=2[F:1])[N:17]=1)=[O:20])([CH3:21])([CH3:12])[CH3:10], predict the reactants needed to synthesize it. The reactants are: [F:1][C:2]1[CH:7]=[C:6]([F:8])[CH:5]=[CH:4][C:3]=1[N:9]1[N:17]=[C:16]([C:18]([OH:20])=[O:19])[C:15]2[CH:14]3[CH2:21][CH:11]([CH2:12][CH2:13]3)[C:10]1=2.B(F)(F)F.